From a dataset of Catalyst prediction with 721,799 reactions and 888 catalyst types from USPTO. Predict which catalyst facilitates the given reaction. Reactant: [F:1][C:2]1[C:7]2[O:8][CH2:9][C:10]3[C:15]([C:6]=2[CH:5]=[CH:4][C:3]=1[OH:20])=[CH:14][C:13]([NH:16][C:17](=[O:19])[CH3:18])=[N:12][CH:11]=3.C(O)(C(F)(F)F)=O.C(=O)([O-])[O-].[K+].[K+].CS(O[CH2:39][C@@H:40]([NH:45][C:46]([O:48][C:49]([CH3:52])([CH3:51])[CH3:50])=[O:47])[CH2:41][CH:42]([CH3:44])[CH3:43])(=O)=O. Product: [C:49]([O:48][C:46](=[O:47])[NH:45][C@@H:40]([CH2:41][CH:42]([CH3:44])[CH3:43])[CH2:39][O:20][C:3]1[CH:4]=[CH:5][C:6]2[C:15]3[C:10](=[CH:11][N:12]=[C:13]([NH:16][C:17](=[O:19])[CH3:18])[CH:14]=3)[CH2:9][O:8][C:7]=2[C:2]=1[F:1])([CH3:50])([CH3:52])[CH3:51]. The catalyst class is: 18.